Predict the reactants needed to synthesize the given product. From a dataset of Full USPTO retrosynthesis dataset with 1.9M reactions from patents (1976-2016). (1) Given the product [C:1]1([CH2:7][CH2:8][CH2:9][CH2:10][O:11][C:12]2[CH:13]=[CH:14][C:15]3[NH:19][C:40]([CH2:39][C:37]4[NH:38][C:34]5[CH:33]=[C:32]([CH2:31][N:22]6[C:23](=[O:30])[C:24]7[C:29](=[CH:28][CH:27]=[CH:26][CH:25]=7)[C:21]6=[O:20])[CH:46]=[CH:45][C:35]=5[N:36]=4)=[N:18][C:16]=3[CH:17]=2)[CH:6]=[CH:5][CH:4]=[CH:3][CH:2]=1, predict the reactants needed to synthesize it. The reactants are: [C:1]1([CH2:7][CH2:8][CH2:9][CH2:10][O:11][C:12]2[CH:17]=[C:16]([NH2:18])[C:15]([NH2:19])=[CH:14][CH:13]=2)[CH:6]=[CH:5][CH:4]=[CH:3][CH:2]=1.[O:20]=[C:21]1[C:29]2[C:24](=[CH:25][CH:26]=[CH:27][CH:28]=2)[C:23](=[O:30])[N:22]1[CH2:31][C:32]1[CH:46]=[CH:45][C:35]2[NH:36][C:37]([CH2:39][C:40](OCC)=O)=[N:38][C:34]=2[CH:33]=1. (2) Given the product [C:8](/[N:12]=[CH:13]/[C:14]1[CH:19]=[C:18]([Cl:20])[CH:17]=[CH:16][C:15]=1[O:5][CH:1]1[CH2:4][CH2:3][CH2:2]1)([CH3:11])([CH3:9])[CH3:10], predict the reactants needed to synthesize it. The reactants are: [CH:1]1([OH:5])[CH2:4][CH2:3][CH2:2]1.[H-].[Na+].[C:8](/[N:12]=[CH:13]/[C:14]1[CH:19]=[C:18]([Cl:20])[CH:17]=[CH:16][C:15]=1F)([CH3:11])([CH3:10])[CH3:9]. (3) Given the product [CH3:13][C:11]1[CH:10]=[CH:8][C:7]2[C:2](=[N:3][CH:4]=[CH:5][CH:6]=2)[N:1]=1, predict the reactants needed to synthesize it. The reactants are: [NH2:1][C:2]1[C:7]([CH:8]=O)=[CH:6][CH:5]=[CH:4][N:3]=1.[CH3:10][C:11]([CH3:13])=O. (4) Given the product [O:1]=[CH:2][CH2:6][CH2:7][C:8]1[C:9]([C:44]([O:46][C:47]([CH3:50])([CH3:49])[CH3:48])=[O:45])=[N:10][C:11]([N:14]2[CH2:23][CH2:22][C:21]3[C:16](=[C:17]([C:24](=[O:43])/[N:25]=[C:26]4\[S:27][C:28]5[CH:42]=[CH:41][CH:40]=[CH:39][C:29]=5[N:30]\4[CH2:31][O:32][CH2:33][CH2:34][Si:35]([CH3:38])([CH3:37])[CH3:36])[CH:18]=[CH:19][CH:20]=3)[CH2:15]2)=[CH:12][CH:13]=1, predict the reactants needed to synthesize it. The reactants are: [O:1]1CCO[CH:2]1[CH2:6][CH2:7][C:8]1[C:9]([C:44]([O:46][C:47]([CH3:50])([CH3:49])[CH3:48])=[O:45])=[N:10][C:11]([N:14]2[CH2:23][CH2:22][C:21]3[C:16](=[C:17]([C:24](=[O:43])/[N:25]=[C:26]4\[S:27][C:28]5[CH:42]=[CH:41][CH:40]=[CH:39][C:29]=5[N:30]\4[CH2:31][O:32][CH2:33][CH2:34][Si:35]([CH3:38])([CH3:37])[CH3:36])[CH:18]=[CH:19][CH:20]=3)[CH2:15]2)=[CH:12][CH:13]=1.Cl. (5) Given the product [CH:1]1([NH:7][C:11](=[O:12])[CH2:10][C:9](=[O:13])[CH3:8])[CH2:6][CH2:5][CH2:4][CH2:3][CH2:2]1, predict the reactants needed to synthesize it. The reactants are: [CH:1]1([NH2:7])[CH2:6][CH2:5][CH2:4][CH2:3][CH2:2]1.[CH2:8]=[C:9]1[O:13][C:11](=[O:12])[CH2:10]1. (6) Given the product [C:19]([O:23][N:24]([C@H:27]([C:35]1[N:36]([CH3:47])[C:37]([C:40]2[CH:45]=[CH:44][C:43]([C:6]3[O:7][CH:8]=[CH:9][CH:10]=3)=[CH:42][CH:41]=2)=[CH:38][N:39]=1)[CH2:28][C:29]1[CH:34]=[CH:33][CH:32]=[CH:31][N:30]=1)[CH:25]=[O:26])([CH3:21])([CH3:22])[CH3:20], predict the reactants needed to synthesize it. The reactants are: C([Sn](CCCC)(CCCC)[C:6]1[O:7][CH:8]=[CH:9][CH:10]=1)CCC.[C:19]([O:23][N:24]([C@H:27]([C:35]1[N:36]([CH3:47])[C:37]([C:40]2[CH:45]=[CH:44][C:43](Br)=[CH:42][CH:41]=2)=[CH:38][N:39]=1)[CH2:28][C:29]1[CH:34]=[CH:33][CH:32]=[CH:31][N:30]=1)[CH:25]=[O:26])([CH3:22])([CH3:21])[CH3:20].[Cl-].[Li+].